Dataset: Reaction yield outcomes from USPTO patents with 853,638 reactions. Task: Predict the reaction yield, written as a fraction of the theoretical maximum amount of product (1.0 means a 100% yield; for example, 0.34 means a 34% yield). The reactants are [Br:1][C:2]1[C:10]2[O:9][CH:8]=[C:7]([CH3:11])[C:6]=2[C:5]([F:12])=[C:4]([F:13])[CH:3]=1.C1C(=O)[N:18](Br)[C:16](=O)C1.[C-]#N.[Na+].[OH-].[Na+]. The catalyst is O.C(Cl)(Cl)(Cl)Cl. The product is [Br:1][C:2]1[C:10]2[O:9][CH:8]=[C:7]([CH2:11][C:16]#[N:18])[C:6]=2[C:5]([F:12])=[C:4]([F:13])[CH:3]=1. The yield is 0.360.